Dataset: Full USPTO retrosynthesis dataset with 1.9M reactions from patents (1976-2016). Task: Predict the reactants needed to synthesize the given product. (1) Given the product [F:1][C:2]1[CH:3]=[C:4]([C:8]2[N:9]=[CH:5][C:4]([C:8]([O:14][CH3:13])=[O:16])=[CH:3][N:10]=2)[CH:5]=[CH:6][CH:7]=1, predict the reactants needed to synthesize it. The reactants are: [F:1][C:2]1[CH:3]=[C:4]([C:8](=[NH:10])[NH2:9])[CH:5]=[CH:6][CH:7]=1.CN(C)[CH:13]=[O:14].[OH2:16]. (2) Given the product [CH:1]1[C:5]2=[C:5]3[C:1]([C:2]4[C:3]5[C:2](=[CH:3][CH:5]=[CH:1][C:2]2=5)[CH:1]=[CH:5][CH:3]=4)=[CH:5][CH:3]=[CH:2][C:1]3=[CH:3][CH:2]=1, predict the reactants needed to synthesize it. The reactants are: [CH2:1]1[CH2:5]O[CH2:3][CH2:2]1. (3) Given the product [Cl:29][C:23]1[CH:22]=[C:21]([C:18]2[CH:19]=[CH:20][N:16]([CH2:15][C@@H:14]([NH:13][C:11]([C:9]3[N:10]=[C:6]([CH:3]([OH:5])[CH3:4])[O:7][CH:8]=3)=[O:12])[CH3:30])[N:17]=2)[CH:26]=[CH:25][C:24]=1[C:27]#[N:28], predict the reactants needed to synthesize it. The reactants are: [BH4-].[Na+].[C:3]([C:6]1[O:7][CH:8]=[C:9]([C:11]([NH:13][C@@H:14]([CH3:30])[CH2:15][N:16]2[CH:20]=[CH:19][C:18]([C:21]3[CH:26]=[CH:25][C:24]([C:27]#[N:28])=[C:23]([Cl:29])[CH:22]=3)=[N:17]2)=[O:12])[N:10]=1)(=[O:5])[CH3:4].